Dataset: Forward reaction prediction with 1.9M reactions from USPTO patents (1976-2016). Task: Predict the product of the given reaction. (1) Given the reactants N#N.Cl[CH2:4][C:5]1[N:6]=[C:7]([C:10]([O:12][CH2:13][CH3:14])=[O:11])[S:8][CH:9]=1.[N+:15]([C:18]1[CH:22]=[N:21][NH:20][N:19]=1)([O-:17])=[O:16].CCN(C(C)C)C(C)C, predict the reaction product. The product is: [N+:15]([C:18]1[CH:22]=[N:21][N:20]([CH2:4][C:5]2[N:6]=[C:7]([C:10]([O:12][CH2:13][CH3:14])=[O:11])[S:8][CH:9]=2)[N:19]=1)([O-:17])=[O:16]. (2) Given the reactants Br[C:2]1[C:3](=[O:25])[O:4][C:5]2[C:10]([CH:11]=1)=[CH:9][CH:8]=[C:7]([CH:12]1[CH2:17][CH2:16][N:15]([C:18]([O:20][C:21]([CH3:24])([CH3:23])[CH3:22])=[O:19])[CH2:14][CH2:13]1)[CH:6]=2.[CH3:26][C:27]1[N:28]=[C:29]2[CH:34]=[CH:33][C:32](B(O)O)=[CH:31][N:30]2[CH:38]=1.ClCCl.C([O-])([O-])=O.[K+].[K+], predict the reaction product. The product is: [CH3:26][C:27]1[N:28]=[C:29]2[CH:34]=[CH:33][C:32]([C:2]3[C:3](=[O:25])[O:4][C:5]4[C:10]([CH:11]=3)=[CH:9][CH:8]=[C:7]([CH:12]3[CH2:13][CH2:14][N:15]([C:18]([O:20][C:21]([CH3:22])([CH3:23])[CH3:24])=[O:19])[CH2:16][CH2:17]3)[CH:6]=4)=[CH:31][N:30]2[CH:38]=1.